This data is from Catalyst prediction with 721,799 reactions and 888 catalyst types from USPTO. The task is: Predict which catalyst facilitates the given reaction. (1) Reactant: [NH2:1][C:2]1[CH:23]=[CH:22][C:5]2[O:6][C@@H:7]([CH2:20][OH:21])[CH2:8][N:9]([S:10]([C:13]3[CH:18]=[CH:17][C:16]([F:19])=[CH:15][CH:14]=3)(=[O:12])=[O:11])[C:4]=2[CH:3]=1.N1C=CC=CC=1.[Cl:30][C:31]1[CH:39]=[CH:38][CH:37]=[C:36]([F:40])[C:32]=1[C:33](Cl)=[O:34]. Product: [Cl:30][C:31]1[CH:39]=[CH:38][CH:37]=[C:36]([F:40])[C:32]=1[C:33]([NH:1][C:2]1[CH:23]=[CH:22][C:5]2[O:6][C@@H:7]([CH2:20][OH:21])[CH2:8][N:9]([S:10]([C:13]3[CH:14]=[CH:15][C:16]([F:19])=[CH:17][CH:18]=3)(=[O:11])=[O:12])[C:4]=2[CH:3]=1)=[O:34]. The catalyst class is: 96. (2) Reactant: C([O:3][C:4]([C:6]1[CH:7]=[C:8]2[C:13](=[CH:14][CH:15]=1)[NH:12][CH:11]([C:16]1[CH:17]=[N:18][CH:19]=[C:20]([N:22]3[CH2:27][CH2:26][O:25][CH2:24][CH2:23]3)[CH:21]=1)[C:10]([CH3:29])([CH3:28])[CH2:9]2)=[O:5])C.[OH-].[Na+].Cl. Product: [CH3:28][C:10]1([CH3:29])[CH2:9][C:8]2[C:13](=[CH:14][CH:15]=[C:6]([C:4]([OH:5])=[O:3])[CH:7]=2)[NH:12][CH:11]1[C:16]1[CH:17]=[N:18][CH:19]=[C:20]([N:22]2[CH2:23][CH2:24][O:25][CH2:26][CH2:27]2)[CH:21]=1. The catalyst class is: 364. (3) Reactant: [CH3:1][O:2][C:3](=[O:12])[C:4]1[CH:9]=[CH:8][C:7]([CH:10]=O)=[CH:6][CH:5]=1.[CH3:13][N:14]1[CH2:19][CH2:18][NH:17][CH2:16][CH2:15]1.[H][H]. Product: [CH3:1][O:2][C:3](=[O:12])[C:4]1[CH:9]=[CH:8][C:7]([CH2:10][N:17]2[CH2:18][CH2:19][N:14]([CH3:13])[CH2:15][CH2:16]2)=[CH:6][CH:5]=1. The catalyst class is: 465. (4) Reactant: [CH2:1]([O:3][C:4](=[O:19])[C:5](=O)[CH2:6][C:7]1[CH:12]=[CH:11][C:10]([C:13]#[N:14])=[CH:9][C:8]=1[N+:15]([O-])=O)[CH3:2].[H][H]. Product: [CH2:1]([O:3][C:4]([C:5]1[NH:15][C:8]2[C:7]([CH:6]=1)=[CH:12][CH:11]=[C:10]([C:13]#[N:14])[CH:9]=2)=[O:19])[CH3:2]. The catalyst class is: 14. (5) Product: [CH3:4][C:5]1[CH:6]=[CH:7][C:8]2[N:9]([C:11]([CH2:1][OH:2])=[C:12]([C:14]3[CH:19]=[CH:18][C:17]([CH3:20])=[CH:16][CH:15]=3)[N:13]=2)[CH:10]=1. The catalyst class is: 211. Reactant: [CH2:1]=[O:2].[Br-].[CH3:4][C:5]1[CH:6]=[CH:7][C:8]2[NH:13][C:12]([C:14]3[CH:19]=[CH:18][C:17]([CH3:20])=[CH:16][CH:15]=3)=[CH:11][N+:9]=2[CH:10]=1.